This data is from Full USPTO retrosynthesis dataset with 1.9M reactions from patents (1976-2016). The task is: Predict the reactants needed to synthesize the given product. (1) Given the product [Br:1][C:2]1[CH:3]=[C:4]([C:5]2[NH:14][N:13]=[N:12][N:6]=2)[CH:7]=[CH:8][CH:9]=1, predict the reactants needed to synthesize it. The reactants are: [Br:1][C:2]1[CH:3]=[C:4]([CH:7]=[CH:8][CH:9]=1)[C:5]#[N:6].[Cl-].[NH4+].[N-:12]=[N+:13]=[N-:14].[Na+]. (2) Given the product [Br:49][C:47]1[CH:48]=[C:43]([NH:41][C:38]2[CH:37]=[CH:36][C:35]([N:33]3[CH2:34][CH:31]([CH3:30])[CH2:32]3)=[CH:40][N:39]=2)[C:44](=[O:51])[N:45]([CH3:50])[CH:46]=1, predict the reactants needed to synthesize it. The reactants are: BrC1N=C(NC2C=CC(C3CCN(C(OC(C)(C)C)=O)CC3)=CC=2)C(=O)N(C)C=1.[CH3:30][CH:31]1[CH2:34][N:33]([C:35]2[CH:36]=[CH:37][C:38]([NH2:41])=[N:39][CH:40]=2)[CH2:32]1.Br[C:43]1[C:44](=[O:51])[N:45]([CH3:50])[CH:46]=[C:47]([Br:49])[CH:48]=1. (3) Given the product [ClH:17].[CH3:20][O:19][CH:18]([O:21][CH3:22])[C@@H:9]([NH:8][CH3:1])[CH3:10], predict the reactants needed to synthesize it. The reactants are: [C:1]([N:8](C)[C@H:9](C=O)[CH3:10])(OC(C)(C)C)=O.C([Cl:17])(=O)C.[CH:18](OC)([O:21][CH3:22])[O:19][CH3:20]. (4) Given the product [CH3:1][C:2]1[CH:11]=[CH:10][C:9]2[C:4](=[C:5]([NH2:12])[CH:6]=[CH:7][CH:8]=2)[N:3]=1, predict the reactants needed to synthesize it. The reactants are: [CH3:1][C:2]1[CH:11]=[CH:10][C:9]2[C:4](=[C:5]([N+:12]([O-])=O)[CH:6]=[CH:7][CH:8]=2)[N:3]=1.